The task is: Predict the product of the given reaction.. This data is from Forward reaction prediction with 1.9M reactions from USPTO patents (1976-2016). Given the reactants [F:1][C:2]1[CH:7]=[C:6]([F:8])[C:5]([F:9])=[CH:4][C:3]=1[C@H:10]1[CH2:15][CH2:14][N:13]([C:16]([O:18][C:19]([CH3:22])([CH3:21])[CH3:20])=[O:17])[CH2:12][C@@H:11]1[C:23]([O:25]C)=[O:24].[OH-].[Li+], predict the reaction product. The product is: [C:19]([O:18][C:16]([N:13]1[CH2:14][CH2:15][C@H:10]([C:3]2[CH:4]=[C:5]([F:9])[C:6]([F:8])=[CH:7][C:2]=2[F:1])[C@@H:11]([C:23]([OH:25])=[O:24])[CH2:12]1)=[O:17])([CH3:22])([CH3:20])[CH3:21].